From a dataset of Full USPTO retrosynthesis dataset with 1.9M reactions from patents (1976-2016). Predict the reactants needed to synthesize the given product. (1) Given the product [CH:1]1([C:4]2[C:5]([CH:20]([CH2:40][CH3:41])[CH2:21][C@@H:22]([C:33]([O:35][C:36]([CH3:39])([CH3:38])[CH3:37])=[O:34])[C:23]([O:25][CH2:26][C:27]3[CH:32]=[CH:31][CH:30]=[CH:29][CH:28]=3)=[O:24])=[N:6][O:7][C:8]=2[C:9]2[CH:13]=[C:12]([C:14](=[O:19])[C:15]([CH3:16])([CH3:17])[CH3:18])[O:11][N:10]=2)[CH2:2][CH2:3]1, predict the reactants needed to synthesize it. The reactants are: [CH:1]1([C:4]2[C:5]([CH:20]([CH2:40][CH3:41])[CH2:21][C@@H:22]([C:33]([O:35][C:36]([CH3:39])([CH3:38])[CH3:37])=[O:34])[C:23]([O:25][CH2:26][C:27]3[CH:32]=[CH:31][CH:30]=[CH:29][CH:28]=3)=[O:24])=[N:6][O:7][C:8]=2[C:9]2[CH:13]=[C:12]([CH:14]([OH:19])[C:15]([CH3:18])([CH3:17])[CH3:16])[O:11][N:10]=2)[CH2:3][CH2:2]1.C(Cl)(Cl)Cl.CC(OI1(OC(C)=O)(OC(C)=O)OC(=O)C2C=CC=CC1=2)=O.S([O-])([O-])=O.[Na+].[Na+]. (2) Given the product [F:21][C:22]([F:34])([F:35])[C:23]1[CH:24]=[C:25]([NH:26][C:17](=[O:19])[CH2:16][N:11]2[CH2:12][C:13]([CH3:14])([CH3:15])[NH:8][CH2:9][C:10]2=[O:20])[CH:27]=[C:28]([C:30]([F:31])([F:33])[F:32])[CH:29]=1, predict the reactants needed to synthesize it. The reactants are: C(OC([N:8]1[C:13]([CH3:15])([CH3:14])[CH2:12][N:11]([CH2:16][C:17]([OH:19])=O)[C:10](=[O:20])[CH2:9]1)=O)(C)(C)C.[F:21][C:22]([F:35])([F:34])[C:23]1[CH:24]=[C:25]([CH:27]=[C:28]([C:30]([F:33])([F:32])[F:31])[CH:29]=1)[NH2:26].F[P-](F)(F)(F)(F)F.N1(OC(N(C)C)=[N+](C)C)C2N=CC=CC=2N=N1.CCN(C(C)C)C(C)C.Cl.C([O-])([O-])=O.[K+].[K+]. (3) Given the product [CH3:33][C:32]([CH3:35])([O:31][C:29]([NH:1][CH2:2][C@@H:3]1[O:7][C:6](=[O:8])[N:5]([C:9]2[CH:10]=[C:11]3[C:16](=[CH:17][CH:18]=2)[CH2:15][N:14]([C:19]([O:21][CH2:22][C:23]2[CH:24]=[CH:25][CH:26]=[CH:27][CH:28]=2)=[O:20])[CH2:13][CH2:12]3)[CH2:4]1)=[O:30])[CH3:34], predict the reactants needed to synthesize it. The reactants are: [NH2:1][CH2:2][C@@H:3]1[O:7][C:6](=[O:8])[N:5]([C:9]2[CH:10]=[C:11]3[C:16](=[CH:17][CH:18]=2)[CH2:15][N:14]([C:19]([O:21][CH2:22][C:23]2[CH:28]=[CH:27][CH:26]=[CH:25][CH:24]=2)=[O:20])[CH2:13][CH2:12]3)[CH2:4]1.[C:29](O[C:29]([O:31][C:32]([CH3:35])([CH3:34])[CH3:33])=[O:30])([O:31][C:32]([CH3:35])([CH3:34])[CH3:33])=[O:30].C([O-])(O)=O.[Na+]. (4) Given the product [ClH:16].[ClH:16].[CH2:18]1[N:23]([CH:12]([C:3]2[CH:4]=[CH:5][CH:6]=[CH:7][C:2]=2[CH3:1])[C:11]([OH:15])=[O:14])[CH2:22][CH2:21][N:20]2[CH2:24][CH2:25][CH2:26][C@H:19]12, predict the reactants needed to synthesize it. The reactants are: [CH3:1][C:2]1[CH:7]=[CH:6][CH:5]=[CH:4][C:3]=1B(O)O.[C:11]([OH:15])(=[O:14])[CH:12]=O.[ClH:16].Cl.[CH2:18]1[NH:23][CH2:22][CH2:21][N:20]2[CH2:24][CH2:25][CH2:26][C@H:19]12.C(=O)([O-])[O-].[K+].[K+]. (5) Given the product [Cl:24][C:20]1[C:19]2[C:23](=[C:15]([NH:14][S:11]([C:8]3[CH:9]=[CH:10][C:5]([CH2:4][CH2:3][CH2:2][N:25]4[CH:29]=[CH:28][N:27]=[CH:26]4)=[CH:6][CH:7]=3)(=[O:13])=[O:12])[CH:16]=[CH:17][CH:18]=2)[NH:22][CH:21]=1, predict the reactants needed to synthesize it. The reactants are: Br[CH2:2][CH2:3][CH2:4][C:5]1[CH:10]=[CH:9][C:8]([S:11]([NH:14][C:15]2[CH:16]=[CH:17][CH:18]=[C:19]3[C:23]=2[NH:22][CH:21]=[C:20]3[Cl:24])(=[O:13])=[O:12])=[CH:7][CH:6]=1.[NH:25]1[CH:29]=[CH:28][N:27]=[CH:26]1.CN(C)C=O. (6) The reactants are: [F:1][C:2]1[C:15]2[C:14](=O)[C:13]3[C:8](=[CH:9][CH:10]=[CH:11][CH:12]=3)[S:7][C:6]=2[C:5]([OH:17])=[CH:4][CH:3]=1.[S:18](O[S:18]([C:21]([F:24])([F:23])[F:22])(=[O:20])=[O:19])([C:21]([F:24])([F:23])[F:22])(=[O:20])=[O:19]. Given the product [F:22][C:21]([F:24])([F:23])[S:18]([O:17][C:5]1[C:6]2[S:7][C:8]3[C:13](=[CH:12][CH:11]=[CH:10][CH:9]=3)[CH2:14][C:15]=2[C:2]([F:1])=[CH:3][CH:4]=1)(=[O:20])=[O:19], predict the reactants needed to synthesize it. (7) Given the product [C:1]([O:5][C:6](=[O:16])[NH:7][CH2:8][CH2:9][CH:10]1[CH2:11][CH2:12][N:13]([C:18]2[C:27]3[C:22](=[CH:23][CH:24]=[C:25]([O:28][CH3:29])[CH:26]=3)[N:21]=[CH:20][CH:19]=2)[CH2:14][CH2:15]1)([CH3:4])([CH3:2])[CH3:3], predict the reactants needed to synthesize it. The reactants are: [C:1]([O:5][C:6](=[O:16])[NH:7][CH2:8][CH2:9][CH:10]1[CH2:15][CH2:14][NH:13][CH2:12][CH2:11]1)([CH3:4])([CH3:3])[CH3:2].Br[C:18]1[C:27]2[C:22](=[CH:23][CH:24]=[C:25]([O:28][CH3:29])[CH:26]=2)[N:21]=[CH:20][CH:19]=1.CCN(CC)CC. (8) Given the product [S:10]1[C:11]2[CH:16]=[CH:15][CH:14]=[CH:13][C:12]=2[C:8]([N:2]2[CH2:7][CH2:6][N:5]([C:25](=[O:26])[CH2:24][C:22]3[CH:23]=[C:18]([F:17])[CH:19]=[CH:20][C:21]=3[N+:28]([O-:30])=[O:29])[CH2:4][CH2:3]2)=[N:9]1, predict the reactants needed to synthesize it. The reactants are: Cl.[N:2]1([C:8]2[C:12]3[CH:13]=[CH:14][CH:15]=[CH:16][C:11]=3[S:10][N:9]=2)[CH2:7][CH2:6][NH:5][CH2:4][CH2:3]1.[F:17][C:18]1[CH:19]=[CH:20][C:21]([N+:28]([O-:30])=[O:29])=[C:22]([CH2:24][C:25](O)=[O:26])[CH:23]=1.C(N(CC)CC)C.O=C1N(P(Cl)(N2CCOC2=O)=O)CCO1. (9) Given the product [C:1]([O:5][C:6](=[O:9])[CH2:7]/[N:8]=[CH:15]/[CH2:14][C:13]([CH:10]1[CH2:12][CH2:11]1)([CH3:18])[CH3:17])([CH3:4])([CH3:3])[CH3:2], predict the reactants needed to synthesize it. The reactants are: [C:1]([O:5][C:6](=[O:9])[CH2:7][NH2:8])([CH3:4])([CH3:3])[CH3:2].[CH:10]1([C:13]([CH3:18])([CH3:17])[CH2:14][CH:15]=O)[CH2:12][CH2:11]1. (10) Given the product [Br:38][C:39]1[O:43][C:42]([C:44]([NH:34][CH2:35][CH2:36][OH:37])=[O:46])=[CH:41][CH:40]=1, predict the reactants needed to synthesize it. The reactants are: F[P-](F)(F)(F)(F)F.N1(OC(N(C)C)=[N+](C)C)C2N=CC=CC=2N=N1.C(N(CC)C(C)C)(C)C.[NH2:34][CH2:35][CH2:36][OH:37].[Br:38][C:39]1[O:43][C:42]([C:44]([OH:46])=O)=[CH:41][CH:40]=1.